From a dataset of Full USPTO retrosynthesis dataset with 1.9M reactions from patents (1976-2016). Predict the reactants needed to synthesize the given product. (1) Given the product [O:1]1[CH2:6][CH2:5][O:4][C:3]2[CH:7]=[C:8]([N:11]3[C:20]4[C:15](=[CH:16][CH:17]=[CH:18][N:19]=4)[CH:14]=[C:13]([C:21]([OH:23])=[O:22])[C:12]3=[O:26])[CH:9]=[CH:10][C:2]1=2, predict the reactants needed to synthesize it. The reactants are: [O:1]1[CH2:6][CH2:5][O:4][C:3]2[CH:7]=[C:8]([N:11]3[C:20]4[C:15](=[CH:16][CH:17]=[CH:18][N:19]=4)[CH:14]=[C:13]([C:21]([O:23]CC)=[O:22])[C:12]3=[O:26])[CH:9]=[CH:10][C:2]1=2.O.[OH-].[Li+].O. (2) Given the product [CH2:37]([N:19]1[CH2:18][CH2:17][CH:16]([S:15][C:13]2[C:12]3[C:7](=[CH:8][C:9]([O:24][CH3:25])=[C:10]([O:22][CH3:23])[CH:11]=3)[N:6]=[C:5]([Cl:4])[N:14]=2)[CH2:21][CH2:20]1)[C:38]1[CH:43]=[CH:42][CH:41]=[CH:40][CH:39]=1, predict the reactants needed to synthesize it. The reactants are: Cl.Cl.Cl.[Cl:4][C:5]1[N:14]=[C:13]([S:15][CH:16]2[CH2:21][CH2:20][NH:19][CH2:18][CH2:17]2)[C:12]2[C:7](=[CH:8][C:9]([O:24][CH3:25])=[C:10]([O:22][CH3:23])[CH:11]=2)[N:6]=1.C(N(CC)CC)C.C(O)(=O)C.[CH:37](=O)[C:38]1[CH:43]=[CH:42][CH:41]=[CH:40][CH:39]=1.C(O[BH-](OC(=O)C)OC(=O)C)(=O)C.[Na+]. (3) Given the product [OH:24][CH2:19][CH2:20][CH2:21][C:22]#[C:23][C:2]1[CH:3]=[C:4]([CH2:8][CH2:9][CH2:10][NH:11][C:12](=[O:18])[O:13][C:14]([CH3:17])([CH3:16])[CH3:15])[CH:5]=[CH:6][CH:7]=1, predict the reactants needed to synthesize it. The reactants are: Br[C:2]1[CH:3]=[C:4]([CH2:8][CH2:9][CH2:10][NH:11][C:12](=[O:18])[O:13][C:14]([CH3:17])([CH3:16])[CH3:15])[CH:5]=[CH:6][CH:7]=1.[CH2:19]([OH:24])[CH2:20][CH2:21][C:22]#[CH:23]. (4) Given the product [CH:24]1([CH:17]([C:18]2[CH:23]=[CH:22][CH:21]=[CH:20][CH:19]=2)[C:16]([NH:15][C:6]2([C:4]([OH:5])=[O:3])[CH2:7][C:8]3[C:13](=[CH:12][CH:11]=[CH:10][CH:9]=3)[CH2:14]2)=[O:29])[CH2:28][CH2:27][CH2:26][CH2:25]1, predict the reactants needed to synthesize it. The reactants are: C([O:3][C:4]([C:6]1([NH:15][C:16](=[O:29])[CH:17]([CH:24]2[CH2:28][CH2:27][CH2:26][CH2:25]2)[C:18]2[CH:23]=[CH:22][CH:21]=[CH:20][CH:19]=2)[CH2:14][C:13]2[C:8](=[CH:9][CH:10]=[CH:11][CH:12]=2)[CH2:7]1)=[O:5])C.[OH-].[K+].